Dataset: Reaction yield outcomes from USPTO patents with 853,638 reactions. Task: Predict the reaction yield, written as a fraction of the theoretical maximum amount of product (1.0 means a 100% yield; for example, 0.34 means a 34% yield). The reactants are FC(F)(F)C(O)=O.[C:8]([C:10]1[CH:11]=[CH:12][C:13]2[N:14]([C:16]([C:19]3[N:27]=[C:26]4[C:22]([N:23]([CH2:35][CH2:36][NH:37]C(=O)OC(C)(C)C)[C:24](=[O:34])[N:25]4[CH:28]4[CH2:33][CH2:32][O:31][CH2:30][CH2:29]4)=[CH:21][N:20]=3)=[CH:17][N:18]=2)[CH:15]=1)#[N:9]. The catalyst is ClCCl. The product is [NH2:37][CH2:36][CH2:35][N:23]1[C:22]2[C:26](=[N:27][C:19]([C:16]3[N:14]4[CH:15]=[C:10]([C:8]#[N:9])[CH:11]=[CH:12][C:13]4=[N:18][CH:17]=3)=[N:20][CH:21]=2)[N:25]([CH:28]2[CH2:33][CH2:32][O:31][CH2:30][CH2:29]2)[C:24]1=[O:34]. The yield is 0.270.